This data is from Catalyst prediction with 721,799 reactions and 888 catalyst types from USPTO. The task is: Predict which catalyst facilitates the given reaction. (1) Reactant: Br[C:2]1[C:10]2[C:5](=[N:6][CH:7]=[C:8]([C:11]3[CH:12]=[N:13][N:14]([CH3:16])[CH:15]=3)[CH:9]=2)[N:4]([S:17]([C:20]2[CH:25]=[CH:24][CH:23]=[CH:22][CH:21]=2)(=[O:19])=[O:18])[CH:3]=1.C([O-])(=O)C.[K+].C1(P(C2CCCCC2)C2CCCCC2)CCCCC1.[B:50]1([B:50]2[O:54][C:53]([CH3:56])([CH3:55])[C:52]([CH3:58])([CH3:57])[O:51]2)[O:54][C:53]([CH3:56])([CH3:55])[C:52]([CH3:58])([CH3:57])[O:51]1. Product: [CH3:16][N:14]1[CH:15]=[C:11]([C:8]2[CH:9]=[C:10]3[C:2]([B:50]4[O:54][C:53]([CH3:56])([CH3:55])[C:52]([CH3:58])([CH3:57])[O:51]4)=[CH:3][N:4]([S:17]([C:20]4[CH:25]=[CH:24][CH:23]=[CH:22][CH:21]=4)(=[O:19])=[O:18])[C:5]3=[N:6][CH:7]=2)[CH:12]=[N:13]1. The catalyst class is: 62. (2) Reactant: [N:1]1[CH:6]=[CH:5][CH:4]=[C:3]([C:7]2[O:11][N:10]=[C:9]([C:12]([OH:14])=O)[CH:8]=2)[CH:2]=1.C(Cl)(=O)C([Cl:18])=O. The catalyst class is: 120. Product: [N:1]1[CH:6]=[CH:5][CH:4]=[C:3]([C:7]2[O:11][N:10]=[C:9]([C:12]([Cl:18])=[O:14])[CH:8]=2)[CH:2]=1. (3) Reactant: [C:1]([C:6]1[CH:11]=[CH:10][C:9]([C@H:12]2[CH2:17][CH2:16][C@H:15]([C:18]([O:20][CH3:21])=[O:19])[CH2:14][CH2:13]2)=[CH:8][CH:7]=1)(=[O:5])[CH:2]([CH3:4])[OH:3]. Product: [C:1]([C:6]1[CH:11]=[CH:10][C:9]([C@H:12]2[CH2:17][CH2:16][C@H:15]([C:18]([O:20][CH3:21])=[O:19])[CH2:14][CH2:13]2)=[CH:8][CH:7]=1)(=[O:5])[C:2]([CH3:4])=[O:3]. The catalyst class is: 2. (4) Reactant: [CH3:1][C:2]1[C:6]([CH2:7][O:8][C:9]2[CH:14]=[CH:13][C:12]([S:15]([N:18]([CH2:36][CH:37]([CH3:39])[CH3:38])[C:19]3[CH:24]=[CH:23][C:22]([O:25][CH2:26][CH2:27][O:28]C4CCCCO4)=[CH:21][C:20]=3[CH3:35])(=[O:17])=[O:16])=[CH:11][CH:10]=2)=[C:5]([CH3:40])[O:4][N:3]=1.Cl.O1CCOCC1. Product: [CH3:1][C:2]1[C:6]([CH2:7][O:8][C:9]2[CH:14]=[CH:13][C:12]([S:15]([N:18]([C:19]3[CH:24]=[CH:23][C:22]([O:25][CH2:26][CH2:27][OH:28])=[CH:21][C:20]=3[CH3:35])[CH2:36][CH:37]([CH3:39])[CH3:38])(=[O:16])=[O:17])=[CH:11][CH:10]=2)=[C:5]([CH3:40])[O:4][N:3]=1. The catalyst class is: 83. (5) Reactant: [C:1]([O:5][C:6](=[O:27])[NH:7][CH:8]1[CH2:17][CH2:16][C:15]2[C:10](=[CH:11][C:12]([OH:18])=[CH:13][CH:14]=2)[CH:9]1[CH2:19][C:20]1[CH:25]=[CH:24][C:23]([Cl:26])=[CH:22][CH:21]=1)([CH3:4])([CH3:3])[CH3:2].[F:28][C:29]([F:48])([F:47])[S:30](N(C1C=CC=CC=1)[S:30]([C:29]([F:48])([F:47])[F:28])(=[O:32])=[O:31])(=[O:32])=[O:31].C(N(CC)CC)C. Product: [F:28][C:29]([F:48])([F:47])[S:30]([O:18][C:12]1[CH:13]=[CH:14][C:15]2[CH2:16][CH2:17][CH:8]([NH:7][C:6]([O:5][C:1]([CH3:4])([CH3:2])[CH3:3])=[O:27])[CH:9]([CH2:19][C:20]3[CH:25]=[CH:24][C:23]([Cl:26])=[CH:22][CH:21]=3)[C:10]=2[CH:11]=1)(=[O:32])=[O:31]. The catalyst class is: 4. (6) Reactant: [CH2:1]([O:3][C:4]([C:6]1[CH:7]=[N:8][C:9]2[N:10]([N:21]=[CH:22][C:23]=2[S:24]([OH:27])(=O)=[O:25])[C:11]=1[NH:12][C:13]1[CH:18]=[CH:17][C:16]([F:19])=[CH:15][C:14]=1[CH3:20])=[O:5])[CH3:2].S(Cl)(Cl)=O.CN(C=O)C.[C:37]([NH2:41])([CH3:40])([CH3:39])[CH3:38].C(N(CC)CC)C.Cl. Product: [C:37]([NH:41][S:24]([C:23]1[CH:22]=[N:21][N:10]2[C:11]([NH:12][C:13]3[CH:18]=[CH:17][C:16]([F:19])=[CH:15][C:14]=3[CH3:20])=[C:6]([C:4]([O:3][CH2:1][CH3:2])=[O:5])[CH:7]=[N:8][C:9]=12)(=[O:25])=[O:27])([CH3:40])([CH3:39])[CH3:38]. The catalyst class is: 26.